This data is from Reaction yield outcomes from USPTO patents with 853,638 reactions. The task is: Predict the reaction yield, written as a fraction of the theoretical maximum amount of product (1.0 means a 100% yield; for example, 0.34 means a 34% yield). (1) The reactants are [Cl-].O[NH3+:3].[C:4](=[O:7])([O-])[OH:5].[Na+].CS(C)=O.[CH2:13]([C:15]1[N:16]=[C:17]([CH2:45][CH2:46][CH3:47])[N:18]([CH2:30][C:31]2[CH:36]=[CH:35][C:34]([C:37]3[C:38]([C:43]#[N:44])=[CH:39][CH:40]=[CH:41][CH:42]=3)=[CH:33][CH:32]=2)[C:19](=[O:29])[C:20]=1[C:21]([N:23]1[CH2:28][CH2:27][O:26][CH2:25][CH2:24]1)=[O:22])[CH3:14]. The catalyst is O. The product is [CH2:13]([C:15]1[N:16]=[C:17]([CH2:45][CH2:46][CH3:47])[N:18]([CH2:30][C:31]2[CH:36]=[CH:35][C:34]([C:37]3[CH:42]=[CH:41][CH:40]=[CH:39][C:38]=3[C:43]3[NH:3][C:4](=[O:7])[O:5][N:44]=3)=[CH:33][CH:32]=2)[C:19](=[O:29])[C:20]=1[C:21]([N:23]1[CH2:24][CH2:25][O:26][CH2:27][CH2:28]1)=[O:22])[CH3:14]. The yield is 0.390. (2) The reactants are [CH:1]([C:3]1[C:4]([C:12](N(C)C)=[O:13])=[CH:5][C:6]2[O:10][CH2:9][O:8][C:7]=2[CH:11]=1)=[O:2].[C-]#N.[K+].C1OCCOCCOCCOCCOCCOC1.C[Si]([C:42]#[N:43])(C)C.C(=O)(O)[O-].[Na+]. The catalyst is ClCCl. The product is [O:13]=[C:12]1[C:4]2[C:3](=[CH:11][C:7]3[O:8][CH2:9][O:10][C:6]=3[CH:5]=2)[CH:1]([C:42]#[N:43])[O:2]1. The yield is 0.930. (3) The reactants are [C:1]([O:5][C:6]([NH:8][CH:9]([CH2:13][NH:14][C:15]1[CH:20]=[CH:19][CH:18]=[CH:17][C:16]=1[N+:21]([O-])=O)[C:10]([OH:12])=[O:11])=[O:7])([CH3:4])([CH3:3])[CH3:2]. The catalyst is CO.[Pd]. The product is [C:1]([O:5][C:6]([NH:8][C@@H:9]([CH2:13][NH:14][C:15]1[CH:20]=[CH:19][CH:18]=[CH:17][C:16]=1[NH2:21])[C:10]([OH:12])=[O:11])=[O:7])([CH3:4])([CH3:2])[CH3:3]. The yield is 1.00. (4) The reactants are [N+:1]([C:4]1[CH:5]=[CH:6][C:7]([O:21][CH2:22][CH2:23][CH3:24])=[C:8]([C:10]2[NH:15][C:14](=[O:16])[C:13]([Br:17])=[C:12]([CH:18]([CH3:20])[CH3:19])[N:11]=2)[CH:9]=1)([O-])=O. The catalyst is Cl. The product is [NH2:1][C:4]1[CH:5]=[CH:6][C:7]([O:21][CH2:22][CH2:23][CH3:24])=[C:8]([C:10]2[NH:15][C:14](=[O:16])[C:13]([Br:17])=[C:12]([CH:18]([CH3:20])[CH3:19])[N:11]=2)[CH:9]=1. The yield is 0.820. (5) The reactants are [Cl:1][C:2]1[CH:7]=[CH:6][CH:5]=[CH:4][C:3]=1[C:8]1[O:12][C:11]([C:13]2[C:18]([CH3:19])=[CH:17][N:16]=[C:15]([NH2:20])[CH:14]=2)=[N:10][C:9]=1[C:21]1[N:25](COCC[Si](C)(C)C)[CH:24]=[N:23][N:22]=1.[CH:34]1([C:37](Cl)=[O:38])[CH2:36][CH2:35]1.CO. The catalyst is C(Cl)Cl. The product is [Cl:1][C:2]1[CH:7]=[CH:6][CH:5]=[CH:4][C:3]=1[C:8]1[O:12][C:11]([C:13]2[C:18]([CH3:19])=[CH:17][N:16]=[C:15]([NH:20][C:37]([CH:34]3[CH2:36][CH2:35]3)=[O:38])[CH:14]=2)=[N:10][C:9]=1[C:21]1[NH:25][CH:24]=[N:23][N:22]=1. The yield is 0.240. (6) The reactants are [Br:1][C:2]1[CH:3]=[C:4]([OH:8])[CH:5]=[N:6][CH:7]=1.C(=O)([O-])[O-].[K+].[K+].Br[CH:16]([CH3:18])[CH3:17]. No catalyst specified. The product is [Br:1][C:2]1[CH:7]=[N:6][CH:5]=[C:4]([O:8][CH:16]([CH3:18])[CH3:17])[CH:3]=1. The yield is 0.620. (7) The yield is 0.170. The product is [CH3:24][C:12]1[C:11]2[CH:10]=[N:9][CH:8]=[CH:7][C:6]=2[S:15][C:16]=1[C:17]([O:19][CH2:20][CH3:21])=[O:18]. The reactants are S(Cl)(Cl)=O.Cl[C:6]1[C:11]([C:12](O)=O)=[CH:10][N:9]=[CH:8][CH:7]=1.[SH:15][CH2:16][C:17]([O:19][CH2:20][CH3:21])=[O:18].[H-].[Na+].[CH3:24]N(C)C=O. The catalyst is O. (8) The product is [Br:35][C:13]1[S:14][C:10]2[C:9]([CH2:15][CH:16]([CH2:21][CH3:22])[CH2:17][CH2:18][CH2:19][CH3:20])=[C:8]3[CH:23]=[CH:24][S:25][C:7]3=[C:6]([O:5][CH2:4][CH:3]([CH2:1][CH3:2])[CH2:26][CH2:27][CH2:28][CH3:29])[C:11]=2[CH:12]=1. The reactants are [CH2:1]([CH:3]([CH2:26][CH2:27][CH2:28][CH3:29])[CH2:4][O:5][C:6]1[C:11]2[CH:12]=[CH:13][S:14][C:10]=2[C:9]([CH2:15][CH:16]([CH2:21][CH3:22])[CH2:17][CH2:18][CH2:19][CH3:20])=[C:8]2[CH:23]=[CH:24][S:25][C:7]=12)[CH3:2].C([Li])CCC.[Br:35]C(Br)(F)C(F)(F)F. The catalyst is C1COCC1. The yield is 0.420.